From a dataset of Forward reaction prediction with 1.9M reactions from USPTO patents (1976-2016). Predict the product of the given reaction. (1) Given the reactants [CH3:1][O:2][C:3]1[CH:4]=[C:5]([CH:9]([NH:14][CH3:15])[C:10]([O:12]C)=O)[CH:6]=[CH:7][CH:8]=1.[Cl:16][C:17]1[CH:18]=[C:19]([N:24]=[C:25]=[O:26])[CH:20]=[CH:21][C:22]=1[Cl:23], predict the reaction product. The product is: [Cl:16][C:17]1[CH:18]=[C:19]([N:24]2[C:10](=[O:12])[CH:9]([C:5]3[CH:6]=[CH:7][CH:8]=[C:3]([O:2][CH3:1])[CH:4]=3)[N:14]([CH3:15])[C:25]2=[O:26])[CH:20]=[CH:21][C:22]=1[Cl:23]. (2) Given the reactants [CH2:1]([N:8]1[C:12](=[O:13])[CH2:11][S:10][C:9]1=[S:14])[C:2]1[CH:7]=[CH:6][CH:5]=[CH:4][CH:3]=1.[F:15][C:16]([F:31])([F:30])[C:17]1[CH:22]=[CH:21][CH:20]=[CH:19][C:18]=1[C:23]1[O:27][C:26]([CH:28]=O)=[CH:25][CH:24]=1.N1CCCCC1, predict the reaction product. The product is: [CH2:1]([N:8]1[C:12](=[O:13])/[C:11](=[CH:28]/[C:26]2[O:27][C:23]([C:18]3[CH:19]=[CH:20][CH:21]=[CH:22][C:17]=3[C:16]([F:30])([F:15])[F:31])=[CH:24][CH:25]=2)/[S:10][C:9]1=[S:14])[C:2]1[CH:3]=[CH:4][CH:5]=[CH:6][CH:7]=1.